From a dataset of Forward reaction prediction with 1.9M reactions from USPTO patents (1976-2016). Predict the product of the given reaction. (1) Given the reactants [F:1][C:2]1[CH:9]=[CH:8][C:5]([NH:6][CH3:7])=[CH:4][CH:3]=1.FC(F)(F)S(O[C:16]1[C:17]2[CH2:37][N:36]([C:38](=[O:40])[CH3:39])[CH2:35][CH2:34][C:18]=2[N:19]=[C:20]([NH:22][C:23]2[CH:28]=[CH:27][C:26]([C:29]3[O:33][CH:32]=[N:31][CH:30]=3)=[CH:25][CH:24]=2)[N:21]=1)(=O)=O.S(C1C=CC(C)=CC=1)([O-])(=O)=O, predict the reaction product. The product is: [F:1][C:2]1[CH:9]=[CH:8][C:5]([N:6]([CH3:7])[C:16]2[C:17]3[CH2:37][N:36]([C:38](=[O:40])[CH3:39])[CH2:35][CH2:34][C:18]=3[N:19]=[C:20]([NH:22][C:23]3[CH:28]=[CH:27][C:26]([C:29]4[O:33][CH:32]=[N:31][CH:30]=4)=[CH:25][CH:24]=3)[N:21]=2)=[CH:4][CH:3]=1. (2) Given the reactants C[O:2][C:3]1[CH:29]=[CH:28][C:6]([CH2:7][C:8]2[C:17]3[NH:18][C:19]4[CH:20]=[CH:21][CH:22]=[CH:23][C:24]=4[C:16]=3[C:15]3[C:14](=[O:25])[CH2:13][C:12]([CH3:27])([CH3:26])[CH2:11][C:10]=3[N:9]=2)=[CH:5][CH:4]=1.O, predict the reaction product. The product is: [OH:2][C:3]1[CH:4]=[CH:5][C:6]([CH2:7][C:8]2[C:17]3[NH:18][C:19]4[CH:20]=[CH:21][CH:22]=[CH:23][C:24]=4[C:16]=3[C:15]3[C:14](=[O:25])[CH2:13][C:12]([CH3:27])([CH3:26])[CH2:11][C:10]=3[N:9]=2)=[CH:28][CH:29]=1. (3) Given the reactants [CH2:1]([OH:6])[CH2:2][CH2:3][CH2:4][OH:5].N1[CH:12]=[CH:11]C=CC=1.[C:13](Cl)(=[O:15])[O-:14].C(Cl)[Cl:18], predict the reaction product. The product is: [C:13](=[O:14])([O:5][CH2:4][CH2:3][CH2:2][CH2:1][OH:6])[O:15][CH:11]([Cl:18])[CH3:12]. (4) Given the reactants [NH2:1][C:2]1[CH:7]=[CH:6][CH:5]=[CH:4][C:3]=1[C:8](=[C:22]1[CH2:27][CH2:26][N:25]([CH2:28][CH2:29][CH2:30][CH3:31])[CH2:24][CH2:23]1)[C:9]1[CH:21]=[CH:20][C:12]([C:13]([N:15]([CH2:18][CH3:19])[CH2:16][CH3:17])=[O:14])=[CH:11][CH:10]=1.BrC(=C1CCN(CC2C=CN=CC=2)CC1)C1C=C[C:37]([C:38]([N:40](CC)CC)=O)=CC=1.NC1C=CC=CC=1B(O)O.C([O-])([O-])=O.[Na+].[Na+], predict the reaction product. The product is: [NH2:1][C:2]1[CH:7]=[CH:6][CH:5]=[CH:4][C:3]=1[C:8](=[C:22]1[CH2:27][CH2:26][N:25]([CH2:28][C:29]2[CH:37]=[CH:38][N:40]=[CH:31][CH:30]=2)[CH2:24][CH2:23]1)[C:9]1[CH:21]=[CH:20][C:12]([C:13]([N:15]([CH2:18][CH3:19])[CH2:16][CH3:17])=[O:14])=[CH:11][CH:10]=1. (5) Given the reactants C([O:3][C:4](=O)[C:5]1[CH:10]=[C:9]([O:11][CH2:12][CH3:13])[C:8]([NH2:14])=[C:7]([O:15][CH2:16][CH3:17])[CH:6]=1)C.[H-].C([Al+]CC(C)C)C(C)C, predict the reaction product. The product is: [NH2:14][C:8]1[C:7]([O:15][CH2:16][CH3:17])=[CH:6][C:5]([CH2:4][OH:3])=[CH:10][C:9]=1[O:11][CH2:12][CH3:13]. (6) The product is: [F:20][C:3]1[CH:4]=[C:5]([O:12][CH2:13][CH2:14][CH2:15][S:16]([CH3:19])(=[O:18])=[O:17])[CH:6]=[C:7]([C:8]([F:11])([F:10])[F:9])[C:2]=1[C:45]1[CH:44]=[CH:43][C:42]([F:56])=[C:41]([CH2:40][O:39][C:35]2[N:36]=[CH:37][C:38]3[C@@H:30]4[C@@H:29]([C:27]([O:26][CH2:24][CH3:25])=[O:28])[C@@H:31]4[CH2:32][C:33]=3[CH:34]=2)[CH:46]=1. Given the reactants Br[C:2]1[C:7]([C:8]([F:11])([F:10])[F:9])=[CH:6][C:5]([O:12][CH2:13][CH2:14][CH2:15][S:16]([CH3:19])(=[O:18])=[O:17])=[CH:4][C:3]=1[F:20].B([O-])[O-].[CH2:24]([O:26][C:27]([CH:29]1[CH:31]2[CH2:32][C:33]3[CH:34]=[C:35]([O:39][CH2:40][C:41]4[CH:46]=[C:45](B5OC(C)(C)C(C)(C)O5)[CH:44]=[CH:43][C:42]=4[F:56])[N:36]=[CH:37][C:38]=3[CH:30]12)=[O:28])[CH3:25].[O-]P([O-])([O-])=O.[K+].[K+].[K+], predict the reaction product.